This data is from Reaction yield outcomes from USPTO patents with 853,638 reactions. The task is: Predict the reaction yield, written as a fraction of the theoretical maximum amount of product (1.0 means a 100% yield; for example, 0.34 means a 34% yield). (1) The reactants are Br[C:2]1[CH:11]=[C:10]2[C:5]([CH:6]=[CH:7][C:8](=[O:19])[N:9]2[C:12]2[CH:17]=[CH:16][CH:15]=[CH:14][C:13]=2[Cl:18])=[C:4]([C:20]2[CH:25]=[CH:24][CH:23]=[CH:22][C:21]=2[Cl:26])[N:3]=1.[NH2:27][CH:28]([CH2:31][OH:32])[CH2:29][OH:30].O. The catalyst is CN1C(=O)CCC1. The product is [Cl:18][C:13]1[CH:14]=[CH:15][CH:16]=[CH:17][C:12]=1[N:9]1[C:10]2[C:5](=[C:4]([C:20]3[CH:25]=[CH:24][CH:23]=[CH:22][C:21]=3[Cl:26])[N:3]=[C:2]([NH:27][CH:28]([CH2:31][OH:32])[CH2:29][OH:30])[CH:11]=2)[CH:6]=[CH:7][C:8]1=[O:19]. The yield is 0.230. (2) The reactants are II.[C:3]([O:7][C:8]([NH:10][C@@H:11]([CH2:16]I)[C:12]([O:14][CH3:15])=[O:13])=[O:9])([CH3:6])([CH3:5])[CH3:4].Br[C:19]1[CH:24]=[CH:23][C:22]([C:25]2[N:26]([CH2:44][O:45][CH2:46][CH2:47][Si:48]([CH3:51])([CH3:50])[CH3:49])[C:27](C3C=CC(OCCCCCCC)=CC=3)=[CH:28][N:29]=2)=[CH:21][CH:20]=1.C1(P(C2CCCCC2)C2C=CC=CC=2[C:65]2[C:70]([O:71][CH3:72])=[CH:69][CH:68]=[CH:67][C:66]=2OC)CCCCC1. The catalyst is CN(C=O)C.[Zn].C1C=CC(/C=C/C(/C=C/C2C=CC=CC=2)=O)=CC=1.C1C=CC(/C=C/C(/C=C/C2C=CC=CC=2)=O)=CC=1.C1C=CC(/C=C/C(/C=C/C2C=CC=CC=2)=O)=CC=1.[Pd].[Pd]. The product is [C:3]([O:7][C:8]([NH:10][C@@H:11]([CH2:16][C:19]1[CH:20]=[CH:21][C:22]([C:25]2[N:26]([CH2:44][O:45][CH2:46][CH2:47][Si:48]([CH3:51])([CH3:49])[CH3:50])[CH:27]=[C:28]([C:67]3[CH:66]=[CH:65][C:70]([O:71][CH2:72][CH2:23][CH2:24][CH2:19][CH2:20][CH2:21][CH3:22])=[CH:69][CH:68]=3)[N:29]=2)=[CH:23][CH:24]=1)[C:12]([O:14][CH3:15])=[O:13])=[O:9])([CH3:6])([CH3:5])[CH3:4]. The yield is 0.250. (3) The reactants are [CH3:1][O:2][C:3](=[O:28])[CH:4]1[CH2:9][CH2:8][CH2:7][CH2:6][N:5]1[CH2:10][CH2:11][C:12]([C:21]1[CH:26]=[CH:25][C:24]([Cl:27])=[CH:23][CH:22]=1)([C:14]1[CH:19]=[CH:18][C:17]([F:20])=[CH:16][CH:15]=1)O. The catalyst is C(O)=O. The product is [CH3:1][O:2][C:3](=[O:28])[CH:4]1[CH2:9][CH2:8][CH2:7][CH2:6][N:5]1[CH2:10][CH:11]=[C:12]([C:21]1[CH:22]=[CH:23][C:24]([Cl:27])=[CH:25][CH:26]=1)[C:14]1[CH:19]=[CH:18][C:17]([F:20])=[CH:16][CH:15]=1. The yield is 0.540. (4) The reactants are [Cl:1][C:2]1[C:3](=[O:27])[N:4]([CH2:24][CH2:25][F:26])[CH:5]=[C:6]([C:9]([N:11]2[CH2:16][CH2:15][CH:14]([C:17]3[CH:22]=[CH:21][C:20]([F:23])=[CH:19][CH:18]=3)[CH2:13][CH2:12]2)=[O:10])[C:7]=1Cl.[CH3:28][N:29]1[C:37]2[C:32](=[CH:33][CH:34]=[C:35]([NH2:38])[CH:36]=2)[CH:31]=[N:30]1. No catalyst specified. The product is [Cl:1][C:2]1[C:3](=[O:27])[N:4]([CH2:24][CH2:25][F:26])[CH:5]=[C:6]([C:9]([N:11]2[CH2:12][CH2:13][CH:14]([C:17]3[CH:18]=[CH:19][C:20]([F:23])=[CH:21][CH:22]=3)[CH2:15][CH2:16]2)=[O:10])[C:7]=1[NH:38][C:35]1[CH:36]=[C:37]2[C:32]([CH:31]=[N:30][N:29]2[CH3:28])=[CH:33][CH:34]=1. The yield is 0.330.